This data is from Full USPTO retrosynthesis dataset with 1.9M reactions from patents (1976-2016). The task is: Predict the reactants needed to synthesize the given product. (1) Given the product [CH3:11][N:12]([C:13]1[S:14][C:15]([C:18]2[CH:19]=[N:20][CH:21]=[CH:22][CH:23]=2)=[N:16][N:17]=1)[C:5](=[O:26])[S:4][CH3:3], predict the reactants needed to synthesize it. The reactants are: ClC1C=[CH:5][S:4][C:3]=1C(OC)=O.[CH3:11][NH:12][C:13]1[S:14][C:15]([C:18]2[CH:19]=[N:20][CH:21]=[CH:22][CH:23]=2)=[N:16][N:17]=1.C(OCC)(=[O:26])C.C(N(CC)CC)C. (2) Given the product [CH3:22][C:20]([CH3:23])([CH3:21])[CH2:19][CH2:18][CH2:17][CH2:16][C:12]1([CH3:15])[C:11]2[C:6](=[CH:7][CH:8]=[CH:9][CH:10]=2)[C:5]([OH:24])=[C:4]([C:3]2[NH:27][C:28]3[CH:33]=[CH:32][CH:31]=[CH:30][C:29]=3[S:34](=[O:35])(=[O:36])[N:37]=2)[C:13]1=[O:14], predict the reactants needed to synthesize it. The reactants are: CS[C:3](SC)=[C:4]1[C:13](=[O:14])[C:12]([CH2:16][CH2:17][CH2:18][CH2:19][C:20]([CH3:23])([CH3:22])[CH3:21])([CH3:15])[C:11]2[C:6](=[CH:7][CH:8]=[CH:9][CH:10]=2)[C:5]1=[O:24].[NH2:27][C:28]1[CH:33]=[CH:32][CH:31]=[CH:30][C:29]=1[S:34]([NH2:37])(=[O:36])=[O:35]. (3) Given the product [CH:1]([O:4][C:5]([N:7]1[CH2:12][CH2:11][CH:10]([O:13][N:14]=[C:15]2[CH2:16][CH2:17][N:18]([C:21]3[CH:26]=[C:25]([F:27])[C:24]([CH2:28][NH:29][C:36]([N:35]=[S:31](=[O:33])=[O:32])=[O:37])=[CH:23][C:22]=3[F:30])[CH2:19][CH2:20]2)[CH2:9][CH2:8]1)=[O:6])([CH3:3])[CH3:2], predict the reactants needed to synthesize it. The reactants are: [CH:1]([O:4][C:5]([N:7]1[CH2:12][CH2:11][CH:10]([O:13][N:14]=[C:15]2[CH2:20][CH2:19][N:18]([C:21]3[CH:26]=[C:25]([F:27])[C:24]([CH2:28][NH2:29])=[CH:23][C:22]=3[F:30])[CH2:17][CH2:16]2)[CH2:9][CH2:8]1)=[O:6])([CH3:3])[CH3:2].[S:31]([NH2:35])(N)(=[O:33])=[O:32].[CH3:36][OH:37]. (4) Given the product [CH3:17][O:16][C:10]1[CH:15]=[CH:14][C:13]([C:5]([CH2:4][CH2:3][CH2:2][C:1]([OH:9])=[O:8])=[O:7])=[CH:12][CH:11]=1, predict the reactants needed to synthesize it. The reactants are: [C:1]([OH:9])(=[O:8])[CH2:2][CH2:3][CH2:4][C:5]([OH:7])=O.[C:10]1([O:16][CH3:17])[CH:15]=[CH:14][CH:13]=[CH:12][CH:11]=1.[Al+3].[Cl-].[Cl-].[Cl-]. (5) Given the product [CH2:1]([C:3]1[CH:16]=[CH:15][C:6]([CH2:7][C:8]2[CH:14]=[CH:13][CH:12]=[CH:11][C:9]=2[NH:10][C@@H:27]2[O:28][C@H:19]([CH2:18][OH:17])[C@@H:21]([OH:22])[C@H:23]([OH:24])[C@H:25]2[OH:26])=[CH:5][CH:4]=1)[CH3:2], predict the reactants needed to synthesize it. The reactants are: [CH2:1]([C:3]1[CH:16]=[CH:15][C:6]([CH2:7][C:8]2[CH:14]=[CH:13][CH:12]=[CH:11][C:9]=2[NH2:10])=[CH:5][CH:4]=1)[CH3:2].[O:17]=[CH:18][C@@H:19]([C@H:21]([C@@H:23]([C@@H:25]([CH2:27][OH:28])[OH:26])[OH:24])[OH:22])O.[Cl-].[NH4+]. (6) Given the product [NH:42]1[CH2:43][CH2:44][O:45][CH:40]([CH2:39][CH2:38][N:9]2[C:10]3[CH:15]=[CH:14][CH:13]=[CH:12][C:11]=3[N:7]([C:1]3[CH:2]=[CH:3][CH:4]=[CH:5][CH:6]=3)[S:8]2(=[O:16])=[O:17])[CH2:41]1, predict the reactants needed to synthesize it. The reactants are: [C:1]1([N:7]2[C:11]3[CH:12]=[CH:13][CH:14]=[CH:15][C:10]=3[NH:9][S:8]2(=[O:17])=[O:16])[CH:6]=[CH:5][CH:4]=[CH:3][CH:2]=1.C1(P(C2C=CC=CC=2)C2C=CC=CC=2)C=CC=CC=1.O[CH2:38][CH2:39][CH:40]1[O:45][CH2:44][CH2:43][N:42](C(OC(C)(C)C)=O)[CH2:41]1.CC(OC(/N=N/C(OC(C)C)=O)=O)C.